This data is from Full USPTO retrosynthesis dataset with 1.9M reactions from patents (1976-2016). The task is: Predict the reactants needed to synthesize the given product. (1) Given the product [C:25]([O:24][C@@H:18]([C:9]1[C:8]([CH3:29])=[CH:7][C:5]2[N:6]=[C:2]([C:38]3[CH:37]=[CH:36][C:35]4[N:31]([CH3:30])[N:32]=[N:33][C:34]=4[CH:39]=3)[S:3][C:4]=2[C:10]=1[C:11]1[CH:16]=[CH:15][C:14]([Cl:17])=[CH:13][CH:12]=1)[C:19]([O:21][CH2:22][CH3:23])=[O:20])([CH3:28])([CH3:27])[CH3:26], predict the reactants needed to synthesize it. The reactants are: Br[C:2]1[S:3][C:4]2[C:10]([C:11]3[CH:16]=[CH:15][C:14]([Cl:17])=[CH:13][CH:12]=3)=[C:9]([C@H:18]([O:24][C:25]([CH3:28])([CH3:27])[CH3:26])[C:19]([O:21][CH2:22][CH3:23])=[O:20])[C:8]([CH3:29])=[CH:7][C:5]=2[N:6]=1.[CH3:30][N:31]1[C:35]2[CH:36]=[CH:37][C:38](B3OC(C)(C)C(C)(C)O3)=[CH:39][C:34]=2[N:33]=[N:32]1.C([O-])([O-])=O.[K+].[K+].O1CCOCC1. (2) Given the product [CH3:26][N:27]([CH3:31])[CH2:28][C:29]#[C:30][C:2]1[CH:3]=[C:4]2[C:8](=[CH:9][CH:10]=1)[C:7](=[O:11])[N:6]([CH2:12][C:13]1[CH:18]=[CH:17][C:16]([O:19][C:20]3[CH:21]=[CH:22][CH:23]=[CH:24][CH:25]=3)=[CH:15][CH:14]=1)[CH2:5]2, predict the reactants needed to synthesize it. The reactants are: Br[C:2]1[CH:3]=[C:4]2[C:8](=[CH:9][CH:10]=1)[C:7](=[O:11])[N:6]([CH2:12][C:13]1[CH:18]=[CH:17][C:16]([O:19][C:20]3[CH:25]=[CH:24][CH:23]=[CH:22][CH:21]=3)=[CH:15][CH:14]=1)[CH2:5]2.[CH3:26][N:27]([CH3:31])[CH2:28][C:29]#[CH:30].